From a dataset of Peptide-MHC class II binding affinity with 134,281 pairs from IEDB. Regression. Given a peptide amino acid sequence and an MHC pseudo amino acid sequence, predict their binding affinity value. This is MHC class II binding data. (1) The peptide sequence is KLIGGIGGFIKVRQYDQIPI. The MHC is DRB4_0101 with pseudo-sequence DRB4_0103. The binding affinity (normalized) is 0.315. (2) The peptide sequence is VIDAMCHATLTYRML. The MHC is DRB1_0901 with pseudo-sequence DRB1_0901. The binding affinity (normalized) is 0.744. (3) The peptide sequence is MKNLVWNDELAYVAQ. The MHC is HLA-DPA10201-DPB10101 with pseudo-sequence HLA-DPA10201-DPB10101. The binding affinity (normalized) is 0.546. (4) The peptide sequence is DVFYNGAYFVSSGKY. The MHC is DRB1_0405 with pseudo-sequence DRB1_0405. The binding affinity (normalized) is 0.397.